Dataset: Full USPTO retrosynthesis dataset with 1.9M reactions from patents (1976-2016). Task: Predict the reactants needed to synthesize the given product. (1) Given the product [Cl:1][C:2]1[CH:7]=[CH:6][C:5]([C@@H:8]2[S:14][C@@H:13]([CH2:15][CH2:16][OH:17])[C@@H:12]([CH3:21])[NH:11][C:10]3[N:22]([CH3:26])[N:23]=[C:24]([CH3:25])[C:9]2=3)=[C:4]([CH3:27])[CH:3]=1, predict the reactants needed to synthesize it. The reactants are: [Cl:1][C:2]1[CH:7]=[CH:6][C:5]([C@@H:8]2[S:14][C@@H:13]([CH2:15][C:16](OCC)=[O:17])[C@@H:12]([CH3:21])[NH:11][C:10]3[N:22]([CH3:26])[N:23]=[C:24]([CH3:25])[C:9]2=3)=[C:4]([CH3:27])[CH:3]=1.CC(C[AlH]CC(C)C)C.[C@H](O)(C([O-])=O)[C@@H](O)C([O-])=O.[Na+].[K+].[H-].[H-].[H-].[H-].[Li+].[Al+3]. (2) Given the product [NH2:6][C:5]([CH2:4][OH:3])([CH2:7][CH2:8][C:9]1[CH:14]=[CH:13][C:12]([O:15][CH2:16][CH2:17][CH2:18][CH2:19][CH2:20][C:21]([F:24])([F:22])[F:23])=[CH:11][CH:10]=1)[CH2:25][O:26][P:27](=[O:28])([OH:33])[OH:38], predict the reactants needed to synthesize it. The reactants are: CC1[O:3][CH2:4][C:5]([CH2:25][O:26][P:27](=[O:38])([O:33]C(C)(C)C)[O:28]C(C)(C)C)([CH2:7][CH2:8][C:9]2[CH:14]=[CH:13][C:12]([O:15][CH2:16][CH2:17][CH2:18][CH2:19][CH2:20][C:21]([F:24])([F:23])[F:22])=[CH:11][CH:10]=2)[N:6]=1.Cl. (3) The reactants are: Br.[CH3:2][C:3]1[N:4]=[CH:5][N:6]([C:8]2[C:13](=[O:14])[NH:12][C:11]([C:15]([OH:17])=O)=[CH:10][CH:9]=2)[CH:7]=1.[Br:18][C:19]1[CH:20]=[C:21]([CH:27]=[CH:28][CH:29]=1)[CH2:22][NH:23][CH2:24][CH2:25]O.F[P-](F)(F)(F)(F)F.N1(OC(N(C)C)=[N+](C)C)C2N=CC=CC=2N=N1.C(N(CC)C(C)C)(C)C. Given the product [Br:18][C:19]1[CH:20]=[C:21]([CH:27]=[CH:28][CH:29]=1)[CH2:22][N:23]1[CH2:24][CH2:25][N:12]2[C:13](=[O:14])[C:8]([N:6]3[CH:7]=[C:3]([CH3:2])[N:4]=[CH:5]3)=[CH:9][CH:10]=[C:11]2[C:15]1=[O:17], predict the reactants needed to synthesize it. (4) Given the product [C:1]([NH:4][CH:5]([CH2:16][CH2:17][CH2:18][C:19]([CH3:24])([N+:21]([O-:23])=[O:22])[CH3:20])[C:6]([OH:8])=[O:7])(=[O:3])[CH3:2], predict the reactants needed to synthesize it. The reactants are: [C:1]([NH:4][C:5]([CH2:16][CH2:17][CH2:18][C:19]([CH3:24])([N+:21]([O-:23])=[O:22])[CH3:20])(C(OCC)=O)[C:6]([O:8]CC)=[O:7])(=[O:3])[CH3:2].[OH-].[K+].Cl. (5) Given the product [Cl:8][C:21]1[CH:22]=[N:23][N:24]([CH3:25])[C:20]=1[C:12]1[CH:13]=[C:14]([C:16]([OH:18])=[O:17])[S:15][C:11]=1[O:10][CH3:9], predict the reactants needed to synthesize it. The reactants are: C1C(=O)N([Cl:8])C(=O)C1.[CH3:9][O:10][C:11]1[S:15][C:14]([C:16]([O:18]C)=[O:17])=[CH:13][C:12]=1[C:20]1[N:24]([CH3:25])[N:23]=[CH:22][CH:21]=1.[OH-].[Na+]. (6) Given the product [I:21][C:2]1[C:7]2[N:8]=[C:9]([C:11]3[CH:16]=[CH:15][C:14]([O:17][CH3:18])=[CH:13][CH:12]=3)[S:10][C:6]=2[CH:5]=[C:4]([O:19][CH3:20])[CH:3]=1, predict the reactants needed to synthesize it. The reactants are: Br[C:2]1[C:7]2[N:8]=[C:9]([C:11]3[CH:16]=[CH:15][C:14]([O:17][CH3:18])=[CH:13][CH:12]=3)[S:10][C:6]=2[CH:5]=[C:4]([O:19][CH3:20])[CH:3]=1.[I-:21].[K+].Cl.